From a dataset of Catalyst prediction with 721,799 reactions and 888 catalyst types from USPTO. Predict which catalyst facilitates the given reaction. (1) Reactant: [S:1]1[CH:5]=[CH:4][CH:3]=[C:2]1[C:6](=[O:10])[C:7]([OH:9])=O.S(Cl)(Cl)=O.[NH2:15][C:16]1[CH:17]=[CH:18][C:19]2[C:24](=[O:25])[O:23][N:22]=[C:21]([CH3:26])[C:20]=2[CH:27]=1. Product: [S:1]1[CH:5]=[CH:4][CH:3]=[C:2]1[C:6](=[O:10])[C:7]([NH:15][C:16]1[CH:17]=[CH:18][C:19]2[C:24](=[O:25])[O:23][N:22]=[C:21]([CH3:26])[C:20]=2[CH:27]=1)=[O:9]. The catalyst class is: 80. (2) Reactant: [CH2:1]([CH:8]1[CH2:13][CH2:12][N:11]([C:14](=[O:18])[C:15]([OH:17])=O)[CH2:10][CH2:9]1)[C:2]1[CH:7]=[CH:6][CH:5]=[CH:4][CH:3]=1.[NH2:19][C:20]1[CH:29]=[CH:28][C:23]2[NH:24][C:25](=[O:27])[O:26][C:22]=2[CH:21]=1. Product: [CH2:1]([CH:8]1[CH2:9][CH2:10][N:11]([C:14](=[O:18])[C:15]([NH:19][C:20]2[CH:29]=[CH:28][C:23]3[NH:24][C:25](=[O:27])[O:26][C:22]=3[CH:21]=2)=[O:17])[CH2:12][CH2:13]1)[C:2]1[CH:3]=[CH:4][CH:5]=[CH:6][CH:7]=1. The catalyst class is: 27.